Dataset: Full USPTO retrosynthesis dataset with 1.9M reactions from patents (1976-2016). Task: Predict the reactants needed to synthesize the given product. (1) Given the product [F:1][C:2]1[CH:3]=[C:4]([C:10]2[N:14]([C:15]3[CH:16]=[CH:17][C:18]([S:21]([CH3:22])=[O:35])=[CH:19][CH:20]=3)[N:13]=[C:12]([C:23]([F:26])([F:24])[F:25])[CH:11]=2)[CH:5]=[CH:6][C:7]=1[O:8][CH3:9], predict the reactants needed to synthesize it. The reactants are: [F:1][C:2]1[CH:3]=[C:4]([C:10]2[N:14]([C:15]3[CH:20]=[CH:19][C:18]([S:21][CH3:22])=[CH:17][CH:16]=3)[N:13]=[C:12]([C:23]([F:26])([F:25])[F:24])[CH:11]=2)[CH:5]=[CH:6][C:7]=1[O:8][CH3:9].ClC1C=CC=C(C(OO)=[O:35])C=1. (2) Given the product [C:2]([C:6]1[N:10]([CH2:11][CH:12]2[CH2:17][CH2:16][O:15][CH2:14][CH2:13]2)[C:9]2[CH:18]=[CH:19][C:20]([N:22]([CH2:23][CH3:24])[S:34]([C:31]3[CH:30]=[CH:29][C:28]([N+:25]([O-:27])=[O:26])=[CH:33][CH:32]=3)(=[O:35])=[O:36])=[CH:21][C:8]=2[N:7]=1)([CH3:5])([CH3:3])[CH3:4], predict the reactants needed to synthesize it. The reactants are: Cl.[C:2]([C:6]1[N:10]([CH2:11][CH:12]2[CH2:17][CH2:16][O:15][CH2:14][CH2:13]2)[C:9]2[CH:18]=[CH:19][C:20]([NH:22][CH2:23][CH3:24])=[CH:21][C:8]=2[N:7]=1)([CH3:5])([CH3:4])[CH3:3].[N+:25]([C:28]1[CH:33]=[CH:32][C:31]([S:34](Cl)(=[O:36])=[O:35])=[CH:30][CH:29]=1)([O-:27])=[O:26]. (3) Given the product [C:15]([C:19]1[C:29]([CH2:30][C:31]2[N:36]=[C:35]([C:37]([O:39][CH3:40])=[O:38])[CH:34]=[CH:33][CH:32]=2)=[C:22]2[CH:23]=[CH:24][C:25]([O:27][CH3:28])=[CH:26][N:21]2[N:20]=1)([CH3:18])([CH3:16])[CH3:17], predict the reactants needed to synthesize it. The reactants are: FC(F)(F)C(O)=O.C([SiH](CC)CC)C.[C:15]([C:19]1[C:29]([CH:30](O)[C:31]2[N:36]=[C:35]([C:37]([O:39][CH3:40])=[O:38])[CH:34]=[CH:33][CH:32]=2)=[C:22]2[CH:23]=[CH:24][C:25]([O:27][CH3:28])=[CH:26][N:21]2[N:20]=1)([CH3:18])([CH3:17])[CH3:16].C(=O)(O)[O-].[Na+]. (4) Given the product [CH3:25][C:24]1[C:17]2[C:16]([NH:14][C:13]3[C:8]([O:7][CH:4]4[CH2:5][CH2:6][O:1][CH2:2][CH2:3]4)=[N:9][CH:10]=[CH:11][CH:12]=3)=[N:21][CH:20]=[N:19][C:18]=2[S:22][C:23]=1[C:26]([O:28][CH3:29])=[O:27], predict the reactants needed to synthesize it. The reactants are: [O:1]1[CH2:6][CH2:5][CH:4]([O:7][C:8]2[C:13]([NH2:14])=[CH:12][CH:11]=[CH:10][N:9]=2)[CH2:3][CH2:2]1.Cl[C:16]1[C:17]2[C:24]([CH3:25])=[C:23]([C:26]([O:28][CH3:29])=[O:27])[S:22][C:18]=2[N:19]=[CH:20][N:21]=1.C1(C)C=CC(S(O)(=O)=O)=CC=1.[OH-].[NH4+].O. (5) Given the product [Br:17][C:18]1[CH:19]=[CH:20][C:21]([N:24]2[CH:28]=[CH:27][C:26]([O:29][CH2:2][C:3]3[C:8]([CH3:9])=[CH:7][CH:6]=[CH:5][C:4]=3[N:10]3[C:14](=[O:15])[N:13]([CH3:16])[N:12]=[N:11]3)=[N:25]2)=[CH:22][CH:23]=1, predict the reactants needed to synthesize it. The reactants are: Br[CH2:2][C:3]1[C:8]([CH3:9])=[CH:7][CH:6]=[CH:5][C:4]=1[N:10]1[C:14](=[O:15])[N:13]([CH3:16])[N:12]=[N:11]1.[Br:17][C:18]1[CH:23]=[CH:22][C:21]([N:24]2[CH:28]=[CH:27][C:26]([OH:29])=[N:25]2)=[CH:20][CH:19]=1.C(=O)([O-])[O-].[K+].[K+].C(#N)C. (6) The reactants are: [NH2:1][C@@:2]1([C:10]2[CH:15]=[CH:14][CH:13]=[CH:12][C:11]=2[F:16])[CH2:6][O:5][CH2:4][C@H:3]1[C:7]([OH:9])=[O:8].S(=O)(=O)(O)O.[CH3:22]O. Given the product [NH2:1][C@@:2]1([C:10]2[CH:15]=[CH:14][CH:13]=[CH:12][C:11]=2[F:16])[CH2:6][O:5][CH2:4][C@H:3]1[C:7]([O:9][CH3:22])=[O:8], predict the reactants needed to synthesize it. (7) Given the product [Cl:25][C:26]1[CH:40]=[C:39]([C:2]2[CH:3]=[CH:4][C:5]3[N:6]([C:8]([CH2:11][O:12][C:13]4[C:22]5[C:17](=[CH:18][C:19]([O:23][CH3:24])=[CH:20][CH:21]=5)[N:16]=[CH:15][CH:14]=4)=[N:9][N:10]=3)[N:7]=2)[CH:38]=[CH:37][C:27]=1[CH2:28][NH:29][C:30](=[O:36])[O:31][C:32]([CH3:34])([CH3:33])[CH3:35], predict the reactants needed to synthesize it. The reactants are: Cl[C:2]1[CH:3]=[CH:4][C:5]2[N:6]([C:8]([CH2:11][O:12][C:13]3[C:22]4[C:17](=[CH:18][C:19]([O:23][CH3:24])=[CH:20][CH:21]=4)[N:16]=[CH:15][CH:14]=3)=[N:9][N:10]=2)[N:7]=1.[Cl:25][C:26]1[CH:40]=[C:39](B2OC(C)(C)C(C)(C)O2)[CH:38]=[CH:37][C:27]=1[CH2:28][NH:29][C:30](=[O:36])[O:31][C:32]([CH3:35])([CH3:34])[CH3:33].C(=O)([O-])[O-].[Cs+].[Cs+].